This data is from Reaction yield outcomes from USPTO patents with 853,638 reactions. The task is: Predict the reaction yield, written as a fraction of the theoretical maximum amount of product (1.0 means a 100% yield; for example, 0.34 means a 34% yield). (1) The yield is 0.0300. The catalyst is CO. The reactants are Cl.[CH3:2][NH:3][OH:4].C[O-].[Na+].[C:8]([C:10]1[CH:11]=[C:12]([C:16]2[CH:17]=[C:18]3[C:23](=[CH:24][CH:25]=2)[O:22][CH:21]([C:26]2[CH:27]=[N:28][CH:29]=[CH:30][CH:31]=2)[CH2:20]/[C:19]/3=[N:32]\[C:33]#[N:34])[CH:13]=[CH:14][CH:15]=1)#[N:9]. The product is [NH2:34][C:33]1[N:3]([CH3:2])[O:4][C:19]2([C:18]3[C:23](=[CH:24][CH:25]=[C:16]([C:12]4[CH:11]=[C:10]([CH:15]=[CH:14][CH:13]=4)[C:8]#[N:9])[CH:17]=3)[O:22][CH:21]([C:26]3[CH:27]=[N:28][CH:29]=[CH:30][CH:31]=3)[CH2:20]2)[N:32]=1. (2) The reactants are ClC(Cl)C(O)=O.N[C:8]1[N:9]([C:28]2[C:33]([CH3:34])=[CH:32][C:31]([CH:35]3[CH2:37][CH2:36]3)=[CH:30][C:29]=2[Cl:38])[C:10]([S:13][CH2:14][C:15]([NH:17][C:18]2[CH:26]=[CH:25][C:21]([C:22]([OH:24])=[O:23])=[CH:20][C:19]=2[Cl:27])=[O:16])=[N:11][N:12]=1.N([O-])=O.[Na+].ClCCl.[Br:46]CBr. The catalyst is [Br-].C([N+](CC)(CC)CC)C1C=CC=CC=1. The product is [Br:46][C:8]1[N:9]([C:28]2[C:33]([CH3:34])=[CH:32][C:31]([CH:35]3[CH2:37][CH2:36]3)=[CH:30][C:29]=2[Cl:38])[C:10]([S:13][CH2:14][C:15]([NH:17][C:18]2[CH:26]=[CH:25][C:21]([C:22]([OH:24])=[O:23])=[CH:20][C:19]=2[Cl:27])=[O:16])=[N:11][N:12]=1. The yield is 0.420. (3) The reactants are [CH2:1]([O:8][CH2:9][C:10]([NH2:12])=[O:11])[C:2]1[CH:7]=[CH:6][CH:5]=[CH:4][CH:3]=1.Br[CH2:14][C:15]([C:17]1[CH:22]=[CH:21][C:20]([Cl:23])=[CH:19][CH:18]=1)=O.O. The catalyst is CN(C=O)C. The product is [CH2:1]([O:8][CH2:9][C:10]1[O:11][CH:14]=[C:15]([C:17]2[CH:22]=[CH:21][C:20]([Cl:23])=[CH:19][CH:18]=2)[N:12]=1)[C:2]1[CH:7]=[CH:6][CH:5]=[CH:4][CH:3]=1. The yield is 0.440. (4) The reactants are [NH2:1][C:2]1[C:11]2[N:12]=[C:13]([CH2:39][CH2:40][O:41][CH3:42])[N:14]([CH2:15][CH2:16][CH2:17][N:18]([CH2:27][C:28]3[CH:29]=[C:30]([CH:36]=[CH:37][CH:38]=3)[O:31][CH2:32][C:33]([OH:35])=[O:34])[C:19](=[O:26])[CH2:20][N:21]([CH2:24][CH3:25])[CH2:22][CH3:23])[C:10]=2[C:9]2[CH:8]=[CH:7][CH:6]=[CH:5][C:4]=2[N:3]=1.[CH:43]1(O)[CH2:47][CH2:46][CH2:45][CH2:44]1. The catalyst is CC#N. The product is [NH2:1][C:2]1[C:11]2[N:12]=[C:13]([CH2:39][CH2:40][O:41][CH3:42])[N:14]([CH2:15][CH2:16][CH2:17][N:18]([CH2:27][C:28]3[CH:29]=[C:30]([CH:36]=[CH:37][CH:38]=3)[O:31][CH2:32][C:33]([O:35][CH:43]3[CH2:47][CH2:46][CH2:45][CH2:44]3)=[O:34])[C:19](=[O:26])[CH2:20][N:21]([CH2:24][CH3:25])[CH2:22][CH3:23])[C:10]=2[C:9]2[CH:8]=[CH:7][CH:6]=[CH:5][C:4]=2[N:3]=1. The yield is 0.830. (5) The yield is 0.640. The catalyst is O=S(Cl)Cl.C(Cl)Cl. The reactants are [Cl:1][C:2]1[CH:10]=[CH:9][C:5]([C:6]([OH:8])=O)=[CH:4][CH:3]=1.[CH2:11]([O:13][C:14](=[O:33])[CH2:15][CH2:16][C:17]1[CH:22]=[CH:21][CH:20]=[C:19]([N:23]2[C:27]([NH2:28])=[CH:26][C:25]([C:29]([CH3:32])([CH3:31])[CH3:30])=[N:24]2)[CH:18]=1)[CH3:12]. The product is [CH2:11]([O:13][C:14](=[O:33])[CH2:15][CH2:16][C:17]1[CH:22]=[CH:21][CH:20]=[C:19]([N:23]2[C:27]([NH:28][C:6](=[O:8])[C:5]3[CH:4]=[CH:3][C:2]([Cl:1])=[CH:10][CH:9]=3)=[CH:26][C:25]([C:29]([CH3:32])([CH3:31])[CH3:30])=[N:24]2)[CH:18]=1)[CH3:12].